Dataset: Full USPTO retrosynthesis dataset with 1.9M reactions from patents (1976-2016). Task: Predict the reactants needed to synthesize the given product. (1) Given the product [NH2:6][CH2:4][C:3]1[CH:7]=[CH:8][C:9]([F:11])=[CH:10][C:2]=1[NH2:1], predict the reactants needed to synthesize it. The reactants are: [NH2:1][C:2]1[CH:10]=[C:9]([F:11])[CH:8]=[CH:7][C:3]=1[C:4]([NH2:6])=O.O. (2) Given the product [Cl:1][C:2]1[CH:7]=[C:6]([C:12]#[C:11][C:13]2[CH:18]=[CH:17][C:16]([NH:19][C:20](=[O:22])[CH3:21])=[CH:15][CH:14]=2)[CH:5]=[N:4][C:3]=1[C:9]#[N:10], predict the reactants needed to synthesize it. The reactants are: [Cl:1][C:2]1[C:3]([C:9]#[N:10])=[N:4][CH:5]=[C:6](Cl)[CH:7]=1.[C:11]([C:13]1[CH:18]=[CH:17][C:16]([NH:19][C:20](=[O:22])[CH3:21])=[CH:15][CH:14]=1)#[CH:12].C(N(CC)CC)C. (3) Given the product [F:18][C:19]1[CH:30]=[CH:29][C:22]([C:23]([C:2]2[CH:10]=[CH:9][C:8]([O:11][CH3:12])=[CH:7][C:3]=2[C:4]([OH:6])=[O:5])=[O:24])=[CH:21][CH:20]=1, predict the reactants needed to synthesize it. The reactants are: Br[C:2]1[CH:10]=[CH:9][C:8]([O:11][CH3:12])=[CH:7][C:3]=1[C:4]([OH:6])=[O:5].C([Li])CCC.[F:18][C:19]1[CH:30]=[CH:29][C:22]([C:23](N(OC)C)=[O:24])=[CH:21][CH:20]=1. (4) Given the product [C:1]([O:5][C@@H:6]([C:12]1[C:37]([CH3:38])=[N:36][C:35]2=[CH:39][C:32]3=[N:33][N:34]2[C:13]=1[N:14]1[CH2:15][CH2:16][C:17]([CH3:43])([O:18][CH2:19][CH2:20][CH2:21][CH2:22][C:23]2[CH:24]=[C:25]([F:40])[CH:26]=[CH:27][C:28]=2[CH2:29][O:30][CH2:31]3)[CH2:41][CH2:42]1)[C:7]([OH:9])=[O:8])([CH3:4])([CH3:2])[CH3:3], predict the reactants needed to synthesize it. The reactants are: [C:1]([O:5][C@@H:6]([C:12]1[C:37]([CH3:38])=[N:36][C:35]2=[CH:39][C:32]3=[N:33][N:34]2[C:13]=1[N:14]1[CH2:42][CH2:41][C:17]([CH3:43])([O:18][CH2:19][CH2:20][CH2:21][CH2:22][C:23]2[CH:24]=[C:25]([F:40])[CH:26]=[CH:27][C:28]=2[CH2:29][O:30][CH2:31]3)[CH2:16][CH2:15]1)[C:7]([O:9]CC)=[O:8])([CH3:4])([CH3:3])[CH3:2].[OH-].[Na+]. (5) Given the product [OH:47][C:48]1[CH:49]=[CH:50][C:51]([CH2:52][C:53]2[CH:58]=[CH:57][CH:56]=[CH:55][C:54]=2[CH2:59][CH2:60][C:29]([O:31][CH2:32][CH3:33])=[O:30])=[CH:65][CH:66]=1, predict the reactants needed to synthesize it. The reactants are: C1CC2CCCC(=O)C2CC1.COC1C=CC([Mg]Br)=CC=1.[CH3:33][CH2:32][O:31][C:29](/N=N/[C:29]([O:31][CH2:32][CH3:33])=[O:30])=[O:30].N1C2NCCCC=2C=CC=1CCO.[OH:47][C:48]1[CH:66]=[CH:65][C:51]([CH2:52][C:53]2[CH:58]=[CH:57][CH:56]=[CH:55][C:54]=2[CH2:59][C:60](OCC)=O)=[CH:50][CH:49]=1.C1(P(C2C=CC=CC=2)C2C=CC=CC=2)C=CC=CC=1. (6) Given the product [F:22][C:17]1[CH:18]=[CH:19][CH:20]=[CH:21][C:16]=1[CH2:15][N:12]1[C:9]2=[CH:10][N:11]=[C:6]([C:4]([NH:24][CH2:25][C:26]([OH:28])=[O:27])=[O:5])[C:7]([OH:23])=[C:8]2[CH:14]=[CH:13]1, predict the reactants needed to synthesize it. The reactants are: C(O[C:4]([C:6]1[C:7]([OH:23])=[C:8]2[CH:14]=[CH:13][N:12]([CH2:15][C:16]3[CH:21]=[CH:20][CH:19]=[CH:18][C:17]=3[F:22])[C:9]2=[CH:10][N:11]=1)=[O:5])C.[NH2:24][CH2:25][C:26]([OH:28])=[O:27].C[O-].[Na+].CO.